Dataset: Reaction yield outcomes from USPTO patents with 853,638 reactions. Task: Predict the reaction yield, written as a fraction of the theoretical maximum amount of product (1.0 means a 100% yield; for example, 0.34 means a 34% yield). (1) The reactants are [Cl:1][C:2]1[S:3][C:4]2[CH:10]=[C:9]([N+:11]([O-])=O)[CH:8]=[CH:7][C:5]=2[N:6]=1. The catalyst is C(O)(=O)C.[Fe]. The product is [Cl:1][C:2]1[S:3][C:4]2[CH:10]=[C:9]([NH2:11])[CH:8]=[CH:7][C:5]=2[N:6]=1. The yield is 0.330. (2) The reactants are [NH2:1][C:2]([CH2:9][CH2:10][CH2:11][CH3:12])([CH2:5][CH2:6][CH2:7][CH3:8])[CH2:3][OH:4].Cl[S:14]([OH:17])(=[O:16])=[O:15]. The catalyst is C(Cl)Cl. The product is [S:14]([OH:17])([O:4][CH2:3][C:2]([NH2:1])([CH2:9][CH2:10][CH2:11][CH3:12])[CH2:5][CH2:6][CH2:7][CH3:8])(=[O:16])=[O:15]. The yield is 0.462. (3) The reactants are Br[CH2:2][C:3]([C:5]1[CH:10]=[CH:9][C:8]([O:11][CH2:12][CH2:13][CH2:14][CH2:15][CH2:16][CH2:17][CH3:18])=[CH:7][CH:6]=1)=[O:4].[C:19]([C:23]1[CH:46]=[CH:45][C:26]([C:27]([NH:29][C@H:30]([C:41]([O:43][CH3:44])=[O:42])[CH2:31][C:32]2[CH:40]=[CH:39][C:35]([C:36]([OH:38])=[O:37])=[CH:34][CH:33]=2)=[O:28])=[CH:25][CH:24]=1)([CH3:22])([CH3:21])[CH3:20].C(O)(=O)CC(CC(O)=O)(C(O)=O)O. The catalyst is C(#N)C. The product is [C:19]([C:23]1[CH:46]=[CH:45][C:26]([C:27]([NH:29][C@H:30]([C:41]([O:43][CH3:44])=[O:42])[CH2:31][C:32]2[CH:33]=[CH:34][C:35]([C:36]([O:38][CH2:2][C:3]([C:5]3[CH:10]=[CH:9][C:8]([O:11][CH2:12][CH2:13][CH2:14][CH2:15][CH2:16][CH2:17][CH3:18])=[CH:7][CH:6]=3)=[O:4])=[O:37])=[CH:39][CH:40]=2)=[O:28])=[CH:25][CH:24]=1)([CH3:22])([CH3:20])[CH3:21]. The yield is 0.490. (4) The reactants are [F:1][C:2]1[CH:7]=[CH:6][C:5]([C:8]2[N:9]([Si:19]([CH:26]([CH3:28])[CH3:27])([CH:23]([CH3:25])[CH3:24])[CH:20]([CH3:22])[CH3:21])[CH:10]=[CH:11][C:12]=2[C:13]2[CH:18]=[CH:17][N:16]=[CH:15][CH:14]=2)=[CH:4][CH:3]=1.[Br:29]N1C(=O)CCC1=O.CCCCCC. The catalyst is O1CCCC1. The product is [Br:29][C:11]1[C:12]([C:13]2[CH:18]=[CH:17][N:16]=[CH:15][CH:14]=2)=[C:8]([C:5]2[CH:4]=[CH:3][C:2]([F:1])=[CH:7][CH:6]=2)[N:9]([Si:19]([CH:23]([CH3:25])[CH3:24])([CH:26]([CH3:28])[CH3:27])[CH:20]([CH3:21])[CH3:22])[CH:10]=1. The yield is 0.430. (5) The reactants are [CH3:1][C@H:2]1[CH2:7][NH:6][CH2:5][C@@H:4]([CH3:8])[NH:3]1.[Cl:9][C:10]1[CH:20]=[CH:19][C:13]([O:14][CH2:15][C:16](Cl)=[O:17])=[CH:12][CH:11]=1.C(N(CC)CC)C. The catalyst is CO.CCOCC. The product is [Cl:9][C:10]1[CH:20]=[CH:19][C:13]([O:14][CH2:15][C:16]([N:6]2[CH2:5][C@H:4]([CH3:8])[NH:3][C@H:2]([CH3:1])[CH2:7]2)=[O:17])=[CH:12][CH:11]=1. The yield is 0.800. (6) The reactants are C([NH:5][S:6]([C:9]1[S:10][C:11]([C:14]2[CH:19]=[C:18]([C:20]3[N:25]=[C:24]([C:26]4[CH:31]=[CH:30][C:29]([Cl:32])=[C:28]([CH3:33])[CH:27]=4)[CH:23]=[C:22]([C:34]([F:37])([F:36])[F:35])[N:21]=3)[CH:17]=[CH:16][N:15]=2)=[CH:12][CH:13]=1)(=[O:8])=[O:7])(C)(C)C.C(O)(C(F)(F)F)=O. The catalyst is ClCCl. The product is [Cl:32][C:29]1[CH:30]=[CH:31][C:26]([C:24]2[CH:23]=[C:22]([C:34]([F:36])([F:37])[F:35])[N:21]=[C:20]([C:18]3[CH:17]=[CH:16][N:15]=[C:14]([C:11]4[S:10][C:9]([S:6]([NH2:5])(=[O:7])=[O:8])=[CH:13][CH:12]=4)[CH:19]=3)[N:25]=2)=[CH:27][C:28]=1[CH3:33]. The yield is 0.260.